From a dataset of Forward reaction prediction with 1.9M reactions from USPTO patents (1976-2016). Predict the product of the given reaction. (1) Given the reactants C(OC([N:8]1[CH2:12][C@@H:11]([CH2:13][N:14]([CH:31]([CH3:33])[CH3:32])[C:15](=[O:30])[C:16]2[CH:21]=[CH:20][C:19]([O:22][CH3:23])=[C:18]([O:24][CH2:25][CH2:26][CH2:27][O:28][CH3:29])[CH:17]=2)[C@H:10]([NH2:34])[CH2:9]1)=O)(C)(C)C.[CH:35]1([CH:40]=O)[CH2:39][CH2:38][CH2:37][CH2:36]1.CC#N.O.CC#N, predict the reaction product. The product is: [CH:35]1([CH2:40][NH:34][C@H:10]2[CH2:9][NH:8][CH2:12][C@@H:11]2[CH2:13][N:14]([CH:31]([CH3:33])[CH3:32])[C:15](=[O:30])[C:16]2[CH:21]=[CH:20][C:19]([O:22][CH3:23])=[C:18]([O:24][CH2:25][CH2:26][CH2:27][O:28][CH3:29])[CH:17]=2)[CH2:39][CH2:38][CH2:37][CH2:36]1. (2) Given the reactants [NH2:1][C:2]1[CH:3]=[C:4]([CH:11]=[C:12]([S:14]([F:19])([F:18])([F:17])([F:16])[F:15])[CH:13]=1)[C:5]([N:7]([O:9][CH3:10])[CH3:8])=[O:6].C(=O)([O-])[O-].[Cs+].[Cs+].[I-].[Na+].Br[CH2:29][CH2:30][O:31][CH2:32][CH2:33]Br, predict the reaction product. The product is: [CH3:10][O:9][N:7]([CH3:8])[C:5](=[O:6])[C:4]1[CH:11]=[C:12]([S:14]([F:19])([F:15])([F:16])([F:17])[F:18])[CH:13]=[C:2]([N:1]2[CH2:33][CH2:32][O:31][CH2:30][CH2:29]2)[CH:3]=1. (3) The product is: [OH:3][CH:4]1[CH2:5][CH2:6][N:7]([C:10]2[CH:11]=[C:12]([C:20]([NH:22][C:23]3[C:24]([CH3:34])=[C:25]([CH:30]=[CH:31][C:32]=3[CH3:33])[C:26]([OH:28])=[O:27])=[O:21])[C:13]3[C:18]([CH:19]=2)=[CH:17][CH:16]=[CH:15][CH:14]=3)[CH2:8][CH2:9]1. Given the reactants [OH-].[Na+].[OH:3][CH:4]1[CH2:9][CH2:8][N:7]([C:10]2[CH:11]=[C:12]([C:20]([NH:22][C:23]3[C:24]([CH3:34])=[C:25]([CH:30]=[CH:31][C:32]=3[CH3:33])[C:26]([O:28]C)=[O:27])=[O:21])[C:13]3[C:18]([CH:19]=2)=[CH:17][CH:16]=[CH:15][CH:14]=3)[CH2:6][CH2:5]1.CO, predict the reaction product.